This data is from Forward reaction prediction with 1.9M reactions from USPTO patents (1976-2016). The task is: Predict the product of the given reaction. (1) Given the reactants [C:1]([C:3]1[CH:30]=[CH:29][C:6]([C:7]([N:9]2[CH2:13][C@@H:12]3[CH2:14][N:15]([C:17]([O:19][CH2:20][C:21]4[CH:26]=[C:25]([Cl:27])[CH:24]=[C:23]([Cl:28])[CH:22]=4)=[O:18])[CH2:16][C@@H:11]3[CH2:10]2)=[O:8])=[CH:5][CH:4]=1)#[N:2].[N-:31]=[N+:32]=[N-:33].[Na+], predict the reaction product. The product is: [NH:31]1[C:1]([C:3]2[CH:4]=[CH:5][C:6]([C:7]([N:9]3[CH2:13][C@@H:12]4[CH2:14][N:15]([C:17]([O:19][CH2:20][C:21]5[CH:22]=[C:23]([Cl:28])[CH:24]=[C:25]([Cl:27])[CH:26]=5)=[O:18])[CH2:16][C@@H:11]4[CH2:10]3)=[O:8])=[CH:29][CH:30]=2)=[N:2][N:33]=[N:32]1. (2) Given the reactants C([C:3]1[CH:8]=[CH:7][C:6]([S:9]([F:14])([F:13])([F:12])([F:11])[F:10])=[CH:5][C:4]=1C)#N.[OH-:16].[Na+].[CH2:18]([OH:21])[CH2:19]O, predict the reaction product. The product is: [CH3:3][C:4]1[CH:5]=[C:6]([S:9]([F:14])([F:13])([F:12])([F:11])[F:10])[CH:7]=[CH:8][C:19]=1[C:18]([OH:21])=[O:16]. (3) Given the reactants [OH:1][C:2]1[CH:11]=[CH:10][C:5]([C:6]([O:8][CH3:9])=[O:7])=[CH:4][C:3]=1[C:12](=[NH:14])[CH3:13].ClN1C(=O)CCC1=O.C(=O)([O-])[O-].[K+].[K+], predict the reaction product. The product is: [CH3:13][C:12]1[C:3]2[CH:4]=[C:5]([C:6]([O:8][CH3:9])=[O:7])[CH:10]=[CH:11][C:2]=2[O:1][N:14]=1. (4) Given the reactants [N:1]([CH2:4][C:5]([C:7]1[CH:15]=[C:14]2[C:10]([C:11]([CH3:19])([CH3:18])[C:12](=[O:17])[N:13]2[CH3:16])=[CH:9][CH:8]=1)=[O:6])=[N+]=[N-].[CH:20]1([C:23](Cl)=O)[CH2:22][CH2:21]1.C1(P(C2C=CC=CC=2)C2C=CC=CC=2)C=CC=CC=1, predict the reaction product. The product is: [CH:20]1([C:23]2[O:6][C:5]([C:7]3[CH:15]=[C:14]4[C:10]([C:11]([CH3:19])([CH3:18])[C:12](=[O:17])[N:13]4[CH3:16])=[CH:9][CH:8]=3)=[CH:4][N:1]=2)[CH2:22][CH2:21]1. (5) The product is: [CH3:21][O:20][C:18](=[O:19])[CH2:17][C:15]1[N:16]=[C:12]([NH2:11])[NH:13][CH:14]=1.[F:23][C:24]([F:29])([F:28])[C:25]([OH:27])=[O:26]. Given the reactants COC(=O)C1C=CC(N=[N:11][C:12]2[NH:13][CH:14]=[C:15]([CH2:17][C:18]([O:20][CH3:21])=[O:19])[N:16]=2)=CC=1.[F:23][C:24]([F:29])([F:28])[C:25]([OH:27])=[O:26], predict the reaction product. (6) Given the reactants [O:1]1[C:5]2[CH:6]=[CH:7][CH:8]=[CH:9][C:4]=2[CH:3]=[C:2]1[C:10]([NH:12][C:13]1([C:19]([NH:21][CH:22]2[CH2:27][CH2:26][N:25]([C:28]3[CH:33]=[CH:32][CH:31]=[CH:30][C:29]=3[S:34][CH:35]([CH3:37])[CH3:36])[CH2:24][CH:23]2[OH:38])=[O:20])[CH2:18][CH2:17][CH2:16][CH2:15][CH2:14]1)=[O:11].C(N(CC)CC)C.CS(C)=[O:48], predict the reaction product. The product is: [O:1]1[C:5]2[CH:6]=[CH:7][CH:8]=[CH:9][C:4]=2[CH:3]=[C:2]1[C:10]([NH:12][C:13]1([C:19]([NH:21][CH:22]2[CH2:27][CH2:26][N:25]([C:28]3[CH:33]=[CH:32][CH:31]=[CH:30][C:29]=3[S:34]([CH:35]([CH3:36])[CH3:37])=[O:48])[CH2:24][C:23]2=[O:38])=[O:20])[CH2:18][CH2:17][CH2:16][CH2:15][CH2:14]1)=[O:11]. (7) The product is: [CH3:23][N:24]([CH3:35])[CH2:25][CH2:26][O:27][C:28]1[CH:33]=[CH:32][C:31]([N:34]2[CH2:17][CH2:1][C:2]3[CH:6]=[C:5]([C:7]4[CH:8]=[CH:9][C:10]([CH3:13])=[CH:11][CH:12]=4)[S:4][C:3]=3[C:14]2=[O:16])=[CH:30][CH:29]=1. Given the reactants [CH3:1][C:2]1[CH:6]=[C:5]([C:7]2[CH:12]=[CH:11][C:10]([CH3:13])=[CH:9][CH:8]=2)[S:4][C:3]=1[C:14]([OH:16])=O.[CH2:17]=O.S(Cl)(Cl)=O.[CH3:23][N:24]([CH3:35])[CH2:25][CH2:26][O:27][C:28]1[CH:33]=[CH:32][C:31]([NH2:34])=[CH:30][CH:29]=1, predict the reaction product.